This data is from Catalyst prediction with 721,799 reactions and 888 catalyst types from USPTO. The task is: Predict which catalyst facilitates the given reaction. (1) Reactant: [Na+].[C:2]([C:4]1[CH:5]=[C:6]([C:14]2[O:18][N:17]=[C:16]([C:19]3[C:20]([CH3:33])=[C:21]4[C:26](=[CH:27][CH:28]=3)[CH2:25][N:24]([CH2:29][C:30]([O-:32])=O)[CH2:23][CH2:22]4)[N:15]=2)[CH:7]=[CH:8][C:9]=1[O:10][CH:11]([CH3:13])[CH3:12])#[N:3].C([N:36](CC)CC)C.C(Cl)CCl. Product: [C:2]([C:4]1[CH:5]=[C:6]([C:14]2[O:18][N:17]=[C:16]([C:19]3[C:20]([CH3:33])=[C:21]4[C:26](=[CH:27][CH:28]=3)[CH2:25][N:24]([CH2:29][C:30]([NH2:36])=[O:32])[CH2:23][CH2:22]4)[N:15]=2)[CH:7]=[CH:8][C:9]=1[O:10][CH:11]([CH3:13])[CH3:12])#[N:3]. The catalyst class is: 2. (2) Reactant: [CH:1]1[CH:6]=[C:5]2[CH:7]=[CH:8][CH:9]=[C:10]([CH2:11][N:12]=[C:13]=[S:14])[C:4]2=[CH:3][CH:2]=1.[NH2:15][CH2:16][CH:17]1[CH2:22][CH2:21][NH:20][CH2:19][CH2:18]1.CO.C(Cl)(Cl)Cl. Product: [C:10]1([CH2:11][NH:12][C:13]([NH:15][CH2:16][CH:17]2[CH2:22][CH2:21][NH:20][CH2:19][CH2:18]2)=[S:14])[C:4]2[C:5](=[CH:6][CH:1]=[CH:2][CH:3]=2)[CH:7]=[CH:8][CH:9]=1. The catalyst class is: 92. (3) Reactant: [Cl:1][C:2]1[CH:7]=[C:6]([O:8][CH3:9])[N:5]=[C:4]([O:10][CH3:11])[N:3]=1.C(=O)(O)[O-].[Na+].[Br:17]Br.O. The catalyst class is: 5. Product: [Br:17][C:7]1[C:2]([Cl:1])=[N:3][C:4]([O:10][CH3:11])=[N:5][C:6]=1[O:8][CH3:9]. (4) Reactant: [N+:1]([C:4]1[CH:5]=[C:6]([CH:10]=[C:11]([C:13]2[O:14][CH:15]=[CH:16][N:17]=2)[CH:12]=1)[C:7]([OH:9])=[O:8])([O-])=O.[H][H]. Product: [NH2:1][C:4]1[CH:5]=[C:6]([CH:10]=[C:11]([C:13]2[O:14][CH:15]=[CH:16][N:17]=2)[CH:12]=1)[C:7]([OH:9])=[O:8]. The catalyst class is: 403. (5) Product: [Br:12][CH2:10][C:9]([C:3]1[CH:4]=[CH:5][C:6]([F:8])=[CH:7][C:2]=1[Br:1])=[O:11]. Reactant: [Br:1][C:2]1[CH:7]=[C:6]([F:8])[CH:5]=[CH:4][C:3]=1[C:9](=[O:11])[CH3:10].[Br-:12].[Br-].[Br-].C1([N+](C)(C)C)C=CC=CC=1.C1([N+](C)(C)C)C=CC=CC=1.C1([N+](C)(C)C)C=CC=CC=1. The catalyst class is: 7. (6) Reactant: [F:1][C:2]1[CH:7]=[CH:6][C:5]([C:8]2[O:9][C:10]3[CH:20]=[CH:19][C:18]([C:21]4[CH:26]=[C:25]([O:27]C(C)C)[CH:24]=[C:23]([C:31](=[O:37])[NH:32][CH2:33][CH:34]([CH3:36])[CH3:35])[CH:22]=4)=[CH:17][C:11]=3[C:12]=2[C:13]([NH:15][CH3:16])=[O:14])=[CH:4][CH:3]=1.ClB(Cl)Cl.CO. Product: [F:1][C:2]1[CH:3]=[CH:4][C:5]([C:8]2[O:9][C:10]3[CH:20]=[CH:19][C:18]([C:21]4[CH:22]=[C:23]([C:31](=[O:37])[NH:32][CH2:33][CH:34]([CH3:35])[CH3:36])[CH:24]=[C:25]([OH:27])[CH:26]=4)=[CH:17][C:11]=3[C:12]=2[C:13]([NH:15][CH3:16])=[O:14])=[CH:6][CH:7]=1. The catalyst class is: 4. (7) Reactant: [Cl:1][C:2]1[CH:7]=[C:6]([CH3:8])[CH:5]=[CH:4][C:3]=1[C:9]1[C:10]([C:15]([O:17]CC)=[O:16])=[CH:11][CH:12]=[CH:13][CH:14]=1.[OH-].[Na+]. Product: [Cl:1][C:2]1[CH:7]=[C:6]([CH3:8])[CH:5]=[CH:4][C:3]=1[C:9]1[C:10]([C:15]([OH:17])=[O:16])=[CH:11][CH:12]=[CH:13][CH:14]=1. The catalyst class is: 8. (8) Reactant: C(OC([N:8]1[CH2:13][CH2:12][C@H:11]([C:14]2[NH:15][CH:16]=[C:17]([C:19]3[CH:24]=[CH:23][C:22]([F:25])=[C:21]([CH3:26])[CH:20]=3)[N:18]=2)[C@H:10]([F:27])[CH2:9]1)=O)(C)(C)C.[F:28][C:29]([F:34])([F:33])[C:30]([OH:32])=[O:31]. Product: [F:27][C@H:10]1[C@@H:11]([C:14]2[NH:15][CH:16]=[C:17]([C:19]3[CH:24]=[CH:23][C:22]([F:25])=[C:21]([CH3:26])[CH:20]=3)[N:18]=2)[CH2:12][CH2:13][NH:8][CH2:9]1.[C:30]([OH:32])([C:29]([F:34])([F:33])[F:28])=[O:31]. The catalyst class is: 2.